This data is from Reaction yield outcomes from USPTO patents with 853,638 reactions. The task is: Predict the reaction yield, written as a fraction of the theoretical maximum amount of product (1.0 means a 100% yield; for example, 0.34 means a 34% yield). (1) The reactants are F[C:2]1[CH:7]=[C:6]([C:8]2[CH:9]=[C:10]([CH:12]=[CH:13][C:14]=2[CH3:15])[NH2:11])[CH:5]=[C:4]([F:16])[N:3]=1.[NH:17]1[CH2:22][CH2:21][O:20][CH2:19][CH2:18]1.C(=O)([O-])[O-].[K+].[K+]. The catalyst is CS(C)=O.O.C(=O)(O)[O-].[Na+]. The product is [F:16][C:4]1[CH:5]=[C:6]([C:8]2[CH:9]=[C:10]([CH:12]=[CH:13][C:14]=2[CH3:15])[NH2:11])[CH:7]=[C:2]([N:17]2[CH2:22][CH2:21][O:20][CH2:19][CH2:18]2)[N:3]=1. The yield is 1.00. (2) The reactants are [F:1][C:2]1[C:7]([F:8])=[C:6]([N:9]2[CH2:14][CH2:13][O:12][CH2:11][CH2:10]2)[CH:5]=[CH:4][C:3]=1[NH:15][N:16]=[C:17]([C:22](=[O:26])[CH2:23][O:24][CH3:25])[C:18]([O:20][CH3:21])=[O:19].[CH3:27]OC(OC)N(C)C. No catalyst specified. The product is [F:1][C:2]1[C:7]([F:8])=[C:6]([N:9]2[CH2:14][CH2:13][O:12][CH2:11][CH2:10]2)[CH:5]=[CH:4][C:3]=1[N:15]1[CH:27]=[C:23]([O:24][CH3:25])[C:22](=[O:26])[C:17]([C:18]([O:20][CH3:21])=[O:19])=[N:16]1. The yield is 0.840. (3) The reactants are [Cl:1][C:2]1[C:3]([F:42])=[C:4]([C@@H:8]2[C@:12]([C:15]3[CH:20]=[CH:19][C:18]([Cl:21])=[CH:17][C:16]=3[F:22])([C:13]#[N:14])[C@H:11]([CH2:23][C:24]([CH3:27])([CH3:26])[CH3:25])[NH:10][C@H:9]2[C:28]([NH:30][C:31]2[CH:39]=[CH:38][C:34]([C:35]([OH:37])=[O:36])=[CH:33][C:32]=2[O:40][CH3:41])=[O:29])[CH:5]=[CH:6][CH:7]=1.[N:43]([CH2:46][C:47]([O:49][CH2:50][CH3:51])=[O:48])=[C:44]=[O:45].O. The catalyst is C(Cl)Cl. The product is [Cl:1][C:2]1[C:3]([F:42])=[C:4]([C@@H:8]2[C@:12]([C:15]3[CH:20]=[CH:19][C:18]([Cl:21])=[CH:17][C:16]=3[F:22])([C:13]#[N:14])[C@H:11]([CH2:23][C:24]([CH3:26])([CH3:27])[CH3:25])[N:10]([C:44](=[O:45])[NH:43][CH2:46][C:47]([O:49][CH2:50][CH3:51])=[O:48])[C@H:9]2[C:28]([NH:30][C:31]2[CH:39]=[CH:38][C:34]([C:35]([OH:37])=[O:36])=[CH:33][C:32]=2[O:40][CH3:41])=[O:29])[CH:5]=[CH:6][CH:7]=1. The yield is 0.408.